This data is from Reaction yield outcomes from USPTO patents with 853,638 reactions. The task is: Predict the reaction yield, written as a fraction of the theoretical maximum amount of product (1.0 means a 100% yield; for example, 0.34 means a 34% yield). The reactants are [CH3:1][CH:2]([C:5]1[C:14]2[O:13][CH2:12][C:11]3=[C:15]([C:18]([O:20][CH2:21][CH3:22])=[O:19])[N:16]=[CH:17][N:10]3[C:9]=2[CH:8]=[CH:7][CH:6]=1)C=O.[CH3:23][C:24]1[CH:33]=[CH:32][C:31]2[C:26](=[CH:27][CH:28]=[CH:29][C:30]=2[N:34]2[CH2:39][CH2:38][NH:37][CH2:36][CH2:35]2)[N:25]=1.C(O[BH-](OC(=O)C)OC(=O)C)(=O)C.[Na+].[Cl:54]CCCl. No catalyst specified. The product is [ClH:54].[ClH:54].[CH3:23][C:24]1[CH:33]=[CH:32][C:31]2[C:26](=[CH:27][CH:28]=[CH:29][C:30]=2[N:34]2[CH2:39][CH2:38][N:37]([CH2:1][CH2:2][C:5]3[C:14]4[O:13][CH2:12][C:11]5=[C:15]([C:18]([O:20][CH2:21][CH3:22])=[O:19])[N:16]=[CH:17][N:10]5[C:9]=4[CH:8]=[CH:7][CH:6]=3)[CH2:36][CH2:35]2)[N:25]=1. The yield is 0.780.